From a dataset of Forward reaction prediction with 1.9M reactions from USPTO patents (1976-2016). Predict the product of the given reaction. (1) Given the reactants [CH3:1][C:2]1[C:7]([N+:8]([O-:10])=[O:9])=[CH:6][CH:5]=[CH:4][C:3]=1[N+:11]([O-:13])=[O:12].[Br:14]N1C(C)(C)C(=O)N(Br)C1=O, predict the reaction product. The product is: [Br:14][C:5]1[CH:4]=[C:3]([N+:11]([O-:13])=[O:12])[C:2]([CH3:1])=[C:7]([N+:8]([O-:10])=[O:9])[CH:6]=1. (2) Given the reactants [OH-].[Na+].[F:3][C:4]1[CH:5]=[C:6]([C:14]2[O:18][N:17]=[C:16]([C:19]3[CH:27]=[C:26]4[C:22]([C:23]([CH2:28][CH2:29][C:30]([O:32]CC)=[O:31])=[CH:24][NH:25]4)=[CH:21][CH:20]=3)[N:15]=2)[CH:7]=[N:8][C:9]=1[O:10][CH:11]([CH3:13])[CH3:12].Cl, predict the reaction product. The product is: [F:3][C:4]1[CH:5]=[C:6]([C:14]2[O:18][N:17]=[C:16]([C:19]3[CH:27]=[C:26]4[C:22]([C:23]([CH2:28][CH2:29][C:30]([OH:32])=[O:31])=[CH:24][NH:25]4)=[CH:21][CH:20]=3)[N:15]=2)[CH:7]=[N:8][C:9]=1[O:10][CH:11]([CH3:13])[CH3:12]. (3) Given the reactants [OH:1][C:2]1[N:7]=[C:6]2[N:8]([CH3:12])[N:9]=[C:10]([CH3:11])[C:5]2=[CH:4][C:3]=1[C:13]#[N:14].[OH:15]S(O)(=O)=O, predict the reaction product. The product is: [OH:1][C:2]1[N:7]=[C:6]2[N:8]([CH3:12])[N:9]=[C:10]([CH3:11])[C:5]2=[CH:4][C:3]=1[C:13]([NH2:14])=[O:15]. (4) Given the reactants [CH3:1][N:2]([CH3:26])[C:3](=O)[CH2:4][C:5]1[C:13]2[C:8](=[C:9]([F:22])[CH:10]=[C:11]([CH2:16][CH2:17][C:18](OC)=[O:19])[C:12]=2[O:14][CH3:15])[N:7]([CH2:23][CH3:24])[CH:6]=1.[H-].[H-].[H-].[H-].[Li+].[Al+3], predict the reaction product. The product is: [CH3:26][N:2]([CH3:1])[CH2:3][CH2:4][C:5]1[C:13]2[C:8](=[C:9]([F:22])[CH:10]=[C:11]([CH2:16][CH2:17][CH2:18][OH:19])[C:12]=2[O:14][CH3:15])[N:7]([CH2:23][CH3:24])[CH:6]=1. (5) The product is: [CH3:1][O:2][C:3](=[O:17])[C@@H:4]([O:14][CH2:15][CH3:16])[CH2:5][C:6]1[CH:11]=[CH:10][C:9]([O:12][CH2:19][C:20]2[N:21]=[C:22]([C:26]3[CH:31]=[CH:30][CH:29]=[CH:28][C:27]=3[CH3:32])[O:23][C:24]=2[CH3:25])=[CH:8][C:7]=1[CH3:13]. Given the reactants [CH3:1][O:2][C:3](=[O:17])[C@@H:4]([O:14][CH2:15][CH3:16])[CH2:5][C:6]1[CH:11]=[CH:10][C:9]([OH:12])=[CH:8][C:7]=1[CH3:13].Cl[CH2:19][C:20]1[N:21]=[C:22]([C:26]2[CH:31]=[CH:30][CH:29]=[CH:28][C:27]=2[CH3:32])[O:23][C:24]=1[CH3:25].C(=O)([O-])[O-].[Cs+].[Cs+].[I-].[K+], predict the reaction product. (6) Given the reactants [C:1]([C:5]1[CH:6]=[C:7]([NH:28][C:29]([NH:31][C@@H:32]2[C:41]3[C:36](=[CH:37][CH:38]=[CH:39][CH:40]=3)[C@H:35]([O:42][C:43]3[CH:44]=[CH:45][C:46]4[N:47]([C:49]([N:52]5[CH2:57][CH2:56][CH2:55][CH2:54][CH2:53]5)=[N:50][N:51]=4)[CH:48]=3)[CH2:34][CH2:33]2)=[O:30])[N:8]([C:10]2[CH:15]=[CH:14][C:13]([Cl:16])=[C:12]([O:17][Si](C(C)C)(C(C)C)C(C)C)[CH:11]=2)[N:9]=1)([CH3:4])([CH3:3])[CH3:2].CCCC[N+](CCCC)(CCCC)CCCC.[F-], predict the reaction product. The product is: [C:1]([C:5]1[CH:6]=[C:7]([NH:28][C:29]([NH:31][C@@H:32]2[C:41]3[C:36](=[CH:37][CH:38]=[CH:39][CH:40]=3)[C@H:35]([O:42][C:43]3[CH:44]=[CH:45][C:46]4[N:47]([C:49]([N:52]5[CH2:57][CH2:56][CH2:55][CH2:54][CH2:53]5)=[N:50][N:51]=4)[CH:48]=3)[CH2:34][CH2:33]2)=[O:30])[N:8]([C:10]2[CH:15]=[CH:14][C:13]([Cl:16])=[C:12]([OH:17])[CH:11]=2)[N:9]=1)([CH3:4])([CH3:2])[CH3:3]. (7) Given the reactants [Cl:1][C:2]1[CH:3]=[C:4]([C:9]2[C:14]([C:15]([NH:17][CH2:18][CH2:19][CH2:20][C:21]3[CH:26]=[CH:25][CH:24]=[CH:23][CH:22]=3)=[O:16])=[C:13]([CH3:27])[N:12]=[C:11](SC)[N:10]=2)[CH:5]=[CH:6][C:7]=1[Cl:8].ClC1C=CC=C(C(OO)=O)C=1.S([O-])([O-])=O.[Na+].[Na+].[BH4-].[Na+].Cl, predict the reaction product. The product is: [Cl:1][C:2]1[CH:3]=[C:4]([C:9]2[C:14]([C:15]([NH:17][CH2:18][CH2:19][CH2:20][C:21]3[CH:26]=[CH:25][CH:24]=[CH:23][CH:22]=3)=[O:16])=[C:13]([CH3:27])[N:12]=[CH:11][N:10]=2)[CH:5]=[CH:6][C:7]=1[Cl:8].